Predict the product of the given reaction. From a dataset of Forward reaction prediction with 1.9M reactions from USPTO patents (1976-2016). The product is: [N:35]1[NH:36][N:37]=[N:38][C:39]=1[CH2:40][NH:41][C:25]([C@@H:17]1[CH2:18][C:19]2[C:24](=[CH:23][CH:22]=[CH:21][CH:20]=2)[N:16]1[C:14](=[O:15])[CH2:13][NH:12][C:10](=[O:11])[C@@H:9]([NH:8][C:6](=[O:7])[O:5][C:1]([CH3:2])([CH3:4])[CH3:3])[C:30]1[CH:34]=[CH:33][S:32][CH:31]=1)=[O:27]. Given the reactants [C:1]([O:5][C:6]([NH:8][C@H:9]([C:30]1[CH:34]=[CH:33][S:32][CH:31]=1)[C:10]([NH:12][CH2:13][C:14]([N:16]1[C:24]2[C:19](=[CH:20][CH:21]=[CH:22][CH:23]=2)[CH2:18][C@H:17]1[C:25]([O:27]CC)=O)=[O:15])=[O:11])=[O:7])([CH3:4])([CH3:3])[CH3:2].[N:35]1[NH:36][N:37]=[N:38][C:39]=1[CH2:40][NH2:41], predict the reaction product.